From a dataset of Forward reaction prediction with 1.9M reactions from USPTO patents (1976-2016). Predict the product of the given reaction. Given the reactants [Si]([O:8][C@H:9]([CH3:41])[C@@H:10]([NH:30][C:31]1[CH:38]=[CH:37][C:34]([C:35]#[N:36])=[C:33]([Cl:39])[C:32]=1[CH3:40])[C:11]1[O:12][C:13]([C:16]2[CH:21]=[CH:20][C:19]([O:22][Si](C(C)(C)C)(C)C)=[CH:18][CH:17]=2)=[N:14][N:15]=1)(C(C)(C)C)(C)C.[F-].C([N+](CCCC)(CCCC)CCCC)CCC, predict the reaction product. The product is: [Cl:39][C:33]1[C:32]([CH3:40])=[C:31]([NH:30][C@@H:10]([C:11]2[O:12][C:13]([C:16]3[CH:17]=[CH:18][C:19]([OH:22])=[CH:20][CH:21]=3)=[N:14][N:15]=2)[C@H:9]([OH:8])[CH3:41])[CH:38]=[CH:37][C:34]=1[C:35]#[N:36].